This data is from Reaction yield outcomes from USPTO patents with 853,638 reactions. The task is: Predict the reaction yield, written as a fraction of the theoretical maximum amount of product (1.0 means a 100% yield; for example, 0.34 means a 34% yield). (1) The reactants are Br[C:2]1[CH:3]=[C:4]2[C:8](=[CH:9][CH:10]=1)[N:7]([CH:11]1[CH2:16][CH2:15][CH2:14][CH2:13][O:12]1)[N:6]=[C:5]2[F:17].C([O-])([O-])=O.[Cs+].[Cs+].[C:24]([Si](C)(C)C)#[C:25][CH2:26][CH3:27].N#N. The catalyst is [Cu]I.CC([O-])=O.CC([O-])=O.[Pd+2].C1C=CC(P(C2C=CC=CC=2)[C-]2C=CC=C2)=CC=1.C1C=CC(P(C2C=CC=CC=2)[C-]2C=CC=C2)=CC=1.[Fe+2].CC(N(C)C)=O. The product is [C:24]([C:2]1[CH:3]=[C:4]2[C:8](=[CH:9][CH:10]=1)[N:7]([CH:11]1[CH2:16][CH2:15][CH2:14][CH2:13][O:12]1)[N:6]=[C:5]2[F:17])#[C:25][CH2:26][CH3:27]. The yield is 0.691. (2) The reactants are [N+:1]([C:4]1[CH:9]=[CH:8][C:7]([CH:10]([CH3:14])[C:11]([OH:13])=[O:12])=[CH:6][CH:5]=1)([O-])=O. The catalyst is O.CO.[Pd]. The product is [NH2:1][C:4]1[CH:5]=[CH:6][C:7]([CH:10]([CH3:14])[C:11]([OH:13])=[O:12])=[CH:8][CH:9]=1. The yield is 0.850. (3) The reactants are [Cl-].O[NH3+:3].[C:4](=[O:7])([O-])[OH:5].[Na+].CS(C)=O.[CH2:13]([CH:15]([O:18][C:19]1[CH:24]=[CH:23][C:22]([N:25]2[C:30](=[O:31])[C:29]([CH2:32][C:33]3[CH:38]=[CH:37][C:36]([C:39]4[C:40]([C:45]#[N:46])=[CH:41][CH:42]=[CH:43][CH:44]=4)=[CH:35][CH:34]=3)=[C:28]([CH2:47][CH2:48][CH3:49])[N:27]=[C:26]2[CH3:50])=[CH:21][CH:20]=1)[CH2:16][CH3:17])[CH3:14]. The product is [CH2:13]([CH:15]([O:18][C:19]1[CH:20]=[CH:21][C:22]([N:25]2[C:30](=[O:31])[C:29]([CH2:32][C:33]3[CH:34]=[CH:35][C:36]([C:39]4[CH:44]=[CH:43][CH:42]=[CH:41][C:40]=4[C:45]4[NH:3][C:4](=[O:7])[O:5][N:46]=4)=[CH:37][CH:38]=3)=[C:28]([CH2:47][CH2:48][CH3:49])[N:27]=[C:26]2[CH3:50])=[CH:23][CH:24]=1)[CH2:16][CH3:17])[CH3:14]. The catalyst is O.C(OCC)(=O)C. The yield is 0.710.